From a dataset of Reaction yield outcomes from USPTO patents with 853,638 reactions. Predict the reaction yield, written as a fraction of the theoretical maximum amount of product (1.0 means a 100% yield; for example, 0.34 means a 34% yield). (1) The reactants are [CH:1]1([O:6][C:7](=[O:33])[C@@H:8]([N:15]([C:26]([O:28][C:29]([CH3:32])([CH3:31])[CH3:30])=[O:27])[CH2:16][C:17]2[CH:22]=[CH:21][C:20]([N+:23]([O-])=O)=[CH:19][CH:18]=2)[C:9]2[CH:14]=[CH:13][CH:12]=[CH:11][CH:10]=2)[CH2:5][CH2:4][CH2:3][CH2:2]1. The product is [CH:1]1([O:6][C:7](=[O:33])[C@@H:8]([N:15]([CH2:16][C:17]2[CH:22]=[CH:21][C:20]([NH2:23])=[CH:19][CH:18]=2)[C:26]([O:28][C:29]([CH3:32])([CH3:31])[CH3:30])=[O:27])[C:9]2[CH:14]=[CH:13][CH:12]=[CH:11][CH:10]=2)[CH2:2][CH2:3][CH2:4][CH2:5]1. The catalyst is CCOC(C)=O.[Pd]. The yield is 0.900. (2) The reactants are [C:1]([O:5][C:6]([N:8]1[CH2:12][CH2:11][CH2:10][CH:9]1[C:13]1[NH:14][C:15]([C:18]2[CH:23]=[CH:22][C:21]([C:24]3[CH:33]=[CH:32][C:31]4[C:26](=[CH:27][CH:28]=[C:29](B5OC(C)(C)C(C)(C)O5)[CH:30]=4)[CH:25]=3)=[CH:20][CH:19]=2)=[CH:16][N:17]=1)=[O:7])([CH3:4])([CH3:3])[CH3:2].[C:43]([O:47][C:48]([N:50]1[CH:55]([C:56]2[NH:60][C:59]3[CH:61]=[C:62](Br)[CH:63]=[CH:64][C:58]=3[N:57]=2)[CH:54]2[CH2:66][CH:51]1[CH2:52][CH2:53]2)=[O:49])([CH3:46])([CH3:45])[CH3:44].C(=O)([O-])[O-].[K+].[K+]. The catalyst is COCCOC.O.C(OCC)(=O)C.C1C=CC(P(C2C=CC=CC=2)[C-]2C=CC=C2)=CC=1.C1C=CC(P(C2C=CC=CC=2)[C-]2C=CC=C2)=CC=1.Cl[Pd]Cl.[Fe+2].C1C=CC([P]([Pd]([P](C2C=CC=CC=2)(C2C=CC=CC=2)C2C=CC=CC=2)([P](C2C=CC=CC=2)(C2C=CC=CC=2)C2C=CC=CC=2)[P](C2C=CC=CC=2)(C2C=CC=CC=2)C2C=CC=CC=2)(C2C=CC=CC=2)C2C=CC=CC=2)=CC=1. The product is [C:43]([O:47][C:48]([N:50]1[CH:55]([C:56]2[NH:60][C:59]3[CH:61]=[C:62]([C:29]4[CH:28]=[CH:27][C:26]5[C:31](=[CH:32][CH:33]=[C:24]([C:21]6[CH:22]=[CH:23][C:18]([C:15]7[NH:14][C:13]([CH:9]8[CH2:10][CH2:11][CH2:12][N:8]8[C:6]([O:5][C:1]([CH3:4])([CH3:3])[CH3:2])=[O:7])=[N:17][CH:16]=7)=[CH:19][CH:20]=6)[CH:25]=5)[CH:30]=4)[CH:63]=[CH:64][C:58]=3[N:57]=2)[CH:54]2[CH2:66][CH:51]1[CH2:52][CH2:53]2)=[O:49])([CH3:46])([CH3:45])[CH3:44]. The yield is 0.350. (3) The reactants are [H-].[Na+].[N+:3]([CH2:6][CH3:7])([O-:5])=[O:4].[O:8]=[C:9]1[CH2:12][N:11]([C:13]([O:15][C:16]([CH3:19])([CH3:18])[CH3:17])=[O:14])[CH2:10]1. The catalyst is O1CCCC1. The product is [OH:8][C:9]1([CH:6]([N+:3]([O-:5])=[O:4])[CH3:7])[CH2:12][N:11]([C:13]([O:15][C:16]([CH3:19])([CH3:18])[CH3:17])=[O:14])[CH2:10]1. The yield is 0.580. (4) The reactants are CO[C:3]([C:5]1[N:6]=[C:7]([C:23]#[N:24])[C:8]2[C:13]([C:14]=1[OH:15])=[CH:12][CH:11]=[C:10]([O:16][C:17]1[CH:22]=[CH:21][CH:20]=[CH:19][CH:18]=1)[CH:9]=2)=[O:4].[NH2:25][CH:26]([C:31]1[CH:32]=[N:33][CH:34]=[CH:35][CH:36]=1)[CH2:27][C:28]([OH:30])=[O:29].C[O-].[Na+].Cl. The catalyst is CC(N(C)C)=O.O. The product is [C:23]([C:7]1[C:8]2[C:13](=[CH:12][CH:11]=[C:10]([O:16][C:17]3[CH:22]=[CH:21][CH:20]=[CH:19][CH:18]=3)[CH:9]=2)[C:14]([OH:15])=[C:5]([C:3]([NH:25][CH:26]([C:31]2[CH:32]=[N:33][CH:34]=[CH:35][CH:36]=2)[CH2:27][C:28]([OH:30])=[O:29])=[O:4])[N:6]=1)#[N:24]. The yield is 0.420. (5) The reactants are [Na:1].[CH3:2][C:3]1[C:4]([CH2:21][S:22]([C:24]2[NH:28][C:27]3[CH:29]=[CH:30][CH:31]=[CH:32][C:26]=3[N:25]=2)=[O:23])=[N:5][CH:6]=[CH:7][C:8]=1[O:9][CH2:10][CH2:11][C:12]1(CCC)OC[CH2:15][CH2:14][O:13]1.OCC1O[C:39]2[CH:41]=[CH:42]C=C[C:38]=2[O:37]C1. No catalyst specified. The product is [Na:1].[O:37]1[C:38]2[CH:39]=[CH:41][CH:42]=[CH:15][C:14]=2[O:13][CH2:12][CH:11]1[CH2:10][O:9][C:8]1[CH:7]=[CH:6][N:5]=[C:4]([CH2:21][S:22]([C:24]2[NH:28][C:27]3[CH:29]=[CH:30][CH:31]=[CH:32][C:26]=3[N:25]=2)=[O:23])[C:3]=1[CH3:2]. The yield is 0.0300. (6) The reactants are [Cl-].Cl[CH:3]=[N+](C)C.O[C@@H:8]([CH2:22][N:23]1[CH2:28][CH2:27][O:26][CH2:25][CH2:24]1)[CH2:9][N:10]1[CH2:16][CH2:15][CH2:14][C:13]2[NH:17][CH:18]=[C:19]([CH3:20])[C:12]=2[C:11]1=[O:21].[OH-:29].[Na+].[Cl-].[Na+].[OH2:33]. The catalyst is ClCCl. The product is [OH:29][C@@H:8]([CH2:22][N:23]1[CH2:28][CH2:27][O:26][CH2:25][CH2:24]1)[CH2:9][N:10]1[CH2:16][CH2:15][CH2:14][C:13]2[NH:17][C:18]([CH:3]=[O:33])=[C:19]([CH3:20])[C:12]=2[C:11]1=[O:21]. The yield is 0.610. (7) The reactants are [CH2:1]([Li])CCC.[Cl:6][C:7]1[CH:12]=[CH:11][C:10]([O:13][C:14]2[CH:21]=[CH:20][C:17]([CH:18]=O)=[CH:16][CH:15]=2)=[CH:9][C:8]=1[C:22]([F:25])([F:24])[F:23]. The catalyst is [Br-].C[P+](C1C=CC=CC=1)(C1C=CC=CC=1)C1C=CC=CC=1.O1CCCC1. The product is [Cl:6][C:7]1[CH:12]=[CH:11][C:10]([O:13][C:14]2[CH:21]=[CH:20][C:17]([CH:18]=[CH2:1])=[CH:16][CH:15]=2)=[CH:9][C:8]=1[C:22]([F:25])([F:24])[F:23]. The yield is 0.780. (8) The reactants are [F:1][CH:2]([F:22])[C:3]1[NH:7][C:6]2[C:8]([C:18]([O:20][CH3:21])=[O:19])=[CH:9][C:10]([N:12]3[CH2:17][CH2:16][O:15][CH2:14][CH2:13]3)=[CH:11][C:5]=2[N:4]=1.C([O-])([O-])=O.[K+].[K+].Br[CH2:30][C:31]1[CH:36]=[CH:35][CH:34]=[C:33]([Cl:37])[C:32]=1[Cl:38]. The catalyst is CN(C=O)C. The product is [Cl:38][C:32]1[C:33]([Cl:37])=[CH:34][CH:35]=[CH:36][C:31]=1[CH2:30][N:4]1[C:5]2[CH:11]=[C:10]([N:12]3[CH2:17][CH2:16][O:15][CH2:14][CH2:13]3)[CH:9]=[C:8]([C:18]([O:20][CH3:21])=[O:19])[C:6]=2[N:7]=[C:3]1[CH:2]([F:1])[F:22]. The yield is 0.930. (9) The reactants are Cl[C:2]1[CH:7]=[C:6]([CH3:8])[C:5]([C:9](=[O:11])[CH3:10])=[C:4]([CH3:12])[CH:3]=1.[O-]P([O-])([O-])=O.[K+].[K+].[K+].[CH2:21]1[O:25][C:24]2[CH:26]=[C:27]([OH:30])[CH:28]=[CH:29][C:23]=2[O:22]1. The catalyst is C1(C)C=CC=CC=1.CC([O-])=O.CC([O-])=O.[Pd+2].C(P(C(C)(C)C)C1C=CC=CC=1C1C(C(C)C)=CC(C(C)C)=CC=1C(C)C)(C)(C)C. The product is [O:22]1[C:23]2[CH:29]=[CH:28][C:27]([O:30][C:2]3[CH:7]=[C:6]([CH3:8])[C:5]([C:9](=[O:11])[CH3:10])=[C:4]([CH3:12])[CH:3]=3)=[CH:26][C:24]=2[O:25][CH2:21]1. The yield is 0.620. (10) The reactants are [NH2:1][C:2]1[CH:7]=[CH:6][C:5]([N:8]2[CH2:13][CH2:12][N:11]([C:14]([O:16][C:17]([CH3:20])([CH3:19])[CH3:18])=[O:15])[CH2:10][CH2:9]2)=[CH:4][CH:3]=1.[F:21][C:22]1[CH:27]=[C:26]([N+:28]([O-:30])=[O:29])[C:25](F)=[CH:24][C:23]=1[O:32][CH3:33]. No catalyst specified. The product is [F:21][C:22]1[C:23]([O:32][CH3:33])=[CH:24][C:25]([NH:1][C:2]2[CH:7]=[CH:6][C:5]([N:8]3[CH2:13][CH2:12][N:11]([C:14]([O:16][C:17]([CH3:20])([CH3:19])[CH3:18])=[O:15])[CH2:10][CH2:9]3)=[CH:4][CH:3]=2)=[C:26]([N+:28]([O-:30])=[O:29])[CH:27]=1. The yield is 0.820.